From a dataset of Catalyst prediction with 721,799 reactions and 888 catalyst types from USPTO. Predict which catalyst facilitates the given reaction. (1) Reactant: Cl[C:2]1[N:3]([CH3:11])[C:4]2[N:9]=[CH:8][CH:7]=[CH:6][C:5]=2[N:10]=1.[C:12]([N:19]1[CH2:24][CH2:23][NH:22][CH2:21][CH2:20]1)([O:14][C:15]([CH3:18])([CH3:17])[CH3:16])=[O:13].C(N(C(C)C)C(C)C)C.O. Product: [CH3:11][N:3]1[C:4]2[N:9]=[CH:8][CH:7]=[CH:6][C:5]=2[N:10]=[C:2]1[N:22]1[CH2:21][CH2:20][N:19]([C:12]([O:14][C:15]([CH3:18])([CH3:17])[CH3:16])=[O:13])[CH2:24][CH2:23]1. The catalyst class is: 16. (2) Reactant: Br[C:2]1[CH:3]=[C:4]2[C:8](=[CH:9][CH:10]=1)[C:7](=[O:11])[N:6]([CH2:12][C:13]1[CH:18]=[CH:17][C:16]([CH3:19])=[CH:15][CH:14]=1)[CH2:5]2.[C:20](=[O:23])([O-])[O-:21].[K+].[K+].[CH3:26][N:27]([CH:29]=O)C. Product: [C:4]([O:21][C:20]([N:27]1[CH2:29][CH:2]=[C:10]([C:2]2[CH:3]=[C:4]3[C:8](=[CH:9][CH:10]=2)[C:7](=[O:11])[N:6]([CH2:12][C:13]2[CH:18]=[CH:17][C:16]([CH3:19])=[CH:15][CH:14]=2)[CH2:5]3)[CH2:9][CH2:26]1)=[O:23])([CH3:8])([CH3:5])[CH3:3]. The catalyst class is: 140. (3) Reactant: [BH4-].[Li+].C([O:5][C:6]([CH:8]1[CH2:17][CH2:16][C:15]2[C:10](=[CH:11][C:12]([O:18][CH2:19][C:20]3[CH:25]=[CH:24][CH:23]=[CH:22][CH:21]=3)=[CH:13][CH:14]=2)[O:9]1)=O)C. Product: [CH2:19]([O:18][C:12]1[CH:11]=[C:10]2[C:15]([CH2:16][CH2:17][CH:8]([CH2:6][OH:5])[O:9]2)=[CH:14][CH:13]=1)[C:20]1[CH:21]=[CH:22][CH:23]=[CH:24][CH:25]=1. The catalyst class is: 1. (4) Reactant: [NH:1]1[C:9]2[CH2:8][CH2:7][N:6]([C:10]([O:12][C:13]([CH3:16])([CH3:15])[CH3:14])=[O:11])[CH2:5][C:4]=2[CH:3]=[C:2]1[C:17]([O:19]CC)=[O:18].[OH-].[Na+]. Product: [C:13]([O:12][C:10]([N:6]1[CH2:7][CH2:8][C:9]2[NH:1][C:2]([C:17]([OH:19])=[O:18])=[CH:3][C:4]=2[CH2:5]1)=[O:11])([CH3:16])([CH3:14])[CH3:15]. The catalyst class is: 8. (5) Reactant: C1(P(C2C=CC=CC=2)C2C=CC=CC=2)C=CC=CC=1.[C:20]1(=[O:30])[NH:24][C:23](=[O:25])[C:22]2=[CH:26][CH:27]=[CH:28][CH:29]=[C:21]12.[Br:31][C:32]1[CH:33]=[N:34][CH:35]=[C:36]([CH2:38]O)[CH:37]=1.N(C(OCC)=O)=NC(OCC)=O. Product: [Br:31][C:32]1[CH:37]=[C:36]([CH2:38][N:24]2[C:20](=[O:30])[C:21]3=[CH:29][CH:28]=[CH:27][CH:26]=[C:22]3[C:23]2=[O:25])[CH:35]=[N:34][CH:33]=1. The catalyst class is: 1. (6) Reactant: [CH3:1][CH:2]([CH3:6])[CH:3]=[N:4][OH:5].CC(C)([O-])C.[K+].[F:13][C:14]1[CH:32]=[CH:31][CH:30]=[CH:29][C:15]=1[CH2:16][NH:17][C:18]1[C:23]([F:24])=[CH:22][N:21]=[C:20](S(C)(=O)=O)[N:19]=1. Product: [F:24][C:23]1[C:18]([NH:17][CH2:16][C:15]2[CH:29]=[CH:30][CH:31]=[CH:32][C:14]=2[F:13])=[N:19][C:20]([O:5][N:4]=[CH:3][CH:2]([CH3:6])[CH3:1])=[N:21][CH:22]=1. The catalyst class is: 1. (7) Reactant: [CH:1]([C:3]1[C:12]2[C:7](=[CH:8][CH:9]=[CH:10][CH:11]=2)[C:6]([O:13][C:14]2[CH:22]=[CH:21][C:17]([C:18]([NH2:20])=[O:19])=[CH:16][N:15]=2)=[CH:5][CH:4]=1)=O.[CH:23]1([CH2:28][CH2:29][NH2:30])[CH2:27][CH2:26][CH2:25][CH2:24]1.[BH4-].[Na+].O. The catalyst class is: 5. Product: [CH:23]1([CH2:28][CH2:29][NH:30][CH2:1][C:3]2[C:12]3[C:7](=[CH:8][CH:9]=[CH:10][CH:11]=3)[C:6]([O:13][C:14]3[CH:22]=[CH:21][C:17]([C:18]([NH2:20])=[O:19])=[CH:16][N:15]=3)=[CH:5][CH:4]=2)[CH2:27][CH2:26][CH2:25][CH2:24]1. (8) Reactant: [F:1][C:2]([F:30])([F:29])[C:3]1[N:4]=[C:5]([C:16]2[CH:17]=[CH:18][C:19]([C:22]3[CH:27]=[CH:26][C:25]([OH:28])=[CH:24][CH:23]=3)=[N:20][CH:21]=2)[N:6]([CH2:8][O:9][CH2:10][CH2:11][Si:12]([CH3:15])([CH3:14])[CH3:13])[CH:7]=1.[H-].[Na+].[CH2:33]([C:35]([CH2:42]OS(C1C=CC(C)=CC=1)(=O)=O)([CH2:40][CH3:41])[C:36]([O:38][CH3:39])=[O:37])[CH3:34].[Cl-].[NH4+]. The catalyst class is: 42. Product: [CH2:33]([C:35]([CH2:42][O:28][C:25]1[CH:24]=[CH:23][C:22]([C:19]2[CH:18]=[CH:17][C:16]([C:5]3[N:6]([CH2:8][O:9][CH2:10][CH2:11][Si:12]([CH3:15])([CH3:13])[CH3:14])[CH:7]=[C:3]([C:2]([F:1])([F:29])[F:30])[N:4]=3)=[CH:21][N:20]=2)=[CH:27][CH:26]=1)([CH2:40][CH3:41])[C:36]([O:38][CH3:39])=[O:37])[CH3:34].